Task: Predict the reaction yield, written as a fraction of the theoretical maximum amount of product (1.0 means a 100% yield; for example, 0.34 means a 34% yield).. Dataset: Reaction yield outcomes from USPTO patents with 853,638 reactions (1) The reactants are [CH:1]1([N:6]2[C:11]3[N:12]=[C:13]([S:16][CH3:17])[N:14]=[CH:15][C:10]=3[CH:9]=[C:8]([CH3:18])[C:7]2=[O:19])[CH2:5][CH2:4][CH2:3][CH2:2]1.[Br:20]N1C(=O)CCC1=O. The catalyst is C(Cl)(Cl)(Cl)Cl. The product is [Br:20][CH2:18][C:8]1[C:7](=[O:19])[N:6]([CH:1]2[CH2:2][CH2:3][CH2:4][CH2:5]2)[C:11]2[N:12]=[C:13]([S:16][CH3:17])[N:14]=[CH:15][C:10]=2[CH:9]=1. The yield is 0.320. (2) The reactants are CCN(C(C)C)C(C)C.[OH:10][C:11]1[CH:12]=[CH:13][CH:14]=[C:15]2[C:20]=1[O:19][C:18](=[O:21])[C:17]([C:22]([OH:24])=O)=[CH:16]2.CN(C(ON1N=NC2C=CC=NC1=2)=[N+](C)C)C.F[P-](F)(F)(F)(F)F.[N:49]1[CH:54]=[CH:53][C:52]([C:55]2[CH:56]=[C:57]([CH:59]=[CH:60][CH:61]=2)[NH2:58])=[CH:51][CH:50]=1. The catalyst is CN(C=O)C. The product is [N:49]1[CH:54]=[CH:53][C:52]([C:55]2[CH:56]=[C:57]([NH:58][C:22]([C:17]3[C:18](=[O:21])[O:19][C:20]4[C:15]([CH:16]=3)=[CH:14][CH:13]=[CH:12][C:11]=4[OH:10])=[O:24])[CH:59]=[CH:60][CH:61]=2)=[CH:51][CH:50]=1. The yield is 0.420. (3) The reactants are [F:1][C:2]1[CH:7]=[CH:6][CH:5]=[C:4]([F:8])[C:3]=1[C:9]1[S:10][C:11]([NH:31]C(=O)OC(C)(C)C)=[C:12]([C:14](=[O:30])[NH:15][C:16]2[CH:17]=[N:18][N:19]([CH3:29])[C:20]=2[N:21]2[CH2:26][CH2:25][CH2:24][C:23]([F:28])([F:27])[CH2:22]2)[N:13]=1.Cl. The catalyst is CO.O1CCOCC1. The product is [NH2:31][C:11]1[S:10][C:9]([C:3]2[C:2]([F:1])=[CH:7][CH:6]=[CH:5][C:4]=2[F:8])=[N:13][C:12]=1[C:14]([NH:15][C:16]1[CH:17]=[N:18][N:19]([CH3:29])[C:20]=1[N:21]1[CH2:26][CH2:25][CH2:24][C:23]([F:27])([F:28])[CH2:22]1)=[O:30]. The yield is 0.630. (4) The reactants are [N:1]([CH2:4][CH2:5][O:6][CH2:7][CH2:8][O:9][CH2:10][CH2:11][O:12][CH2:13][CH2:14][NH2:15])=[N+:2]=[N-:3].[C:16]1(=[O:23])[O:22][C:20](=[O:21])[CH2:19][O:18][CH2:17]1.O.C(#N)C. The catalyst is ClCCl. The product is [N:1]([CH2:4][CH2:5][O:6][CH2:7][CH2:8][O:9][CH2:10][CH2:11][O:12][CH2:13][CH2:14][NH:15][C:20](=[O:21])[CH2:19][O:18][CH2:17][C:16]([OH:23])=[O:22])=[N+:2]=[N-:3]. The yield is 1.00.